This data is from Forward reaction prediction with 1.9M reactions from USPTO patents (1976-2016). The task is: Predict the product of the given reaction. (1) Given the reactants [Cl:1][C:2]1[CH:10]=[C:9]([C:11]([NH:13][CH:14]([C:16]2[NH:20][C:19]3[CH:21]=[CH:22][C:23]([Cl:25])=[CH:24][C:18]=3[N:17]=2)[CH3:15])=[O:12])[CH:8]=[CH:7][C:3]=1[C:4](O)=[O:5].[CH2:26]([CH:34]1[CH2:38][CH2:37][CH2:36][NH:35]1)[CH2:27][C:28]1[CH:33]=[CH:32][CH:31]=[CH:30][CH:29]=1.C(N(C(C)C)CC)(C)C.ClCl, predict the reaction product. The product is: [Cl:1][C:2]1[CH:10]=[C:9]([CH:8]=[CH:7][C:3]=1[C:4]([N:35]1[CH2:36][CH2:37][CH2:38][CH:34]1[CH2:26][CH2:27][C:28]1[CH:33]=[CH:32][CH:31]=[CH:30][CH:29]=1)=[O:5])[C:11]([NH:13][CH:14]([C:16]1[NH:20][C:19]2[CH:21]=[CH:22][C:23]([Cl:25])=[CH:24][C:18]=2[N:17]=1)[CH3:15])=[O:12]. (2) The product is: [CH3:1][N:2]1[C:7](=[O:8])[C:6]2=[C:9]([NH:12][C:13]3[CH:18]=[CH:17][CH:16]=[CH:15][CH:14]=3)[N:10]([CH2:26][CH:27]3[CH2:32][CH2:31][O:30][CH2:29][CH2:28]3)[N:11]=[C:5]2[N:4]2[C@H:19]3[CH2:24][CH2:23][CH2:22][C@H:20]3[N:21]=[C:3]12. Given the reactants [CH3:1][N:2]1[C:7](=[O:8])[C:6]2=[C:9]([NH:12][C:13]3[CH:18]=[CH:17][CH:16]=[CH:15][CH:14]=3)[NH:10][N:11]=[C:5]2[N:4]2[C@H:19]3[CH2:24][CH2:23][CH2:22][C@H:20]3[N:21]=[C:3]12.I[CH2:26][CH:27]1[CH2:32][CH2:31][O:30][CH2:29][CH2:28]1.C([O-])([O-])=O.[Cs+].[Cs+], predict the reaction product.